The task is: Regression/Classification. Given a drug SMILES string, predict its toxicity properties. Task type varies by dataset: regression for continuous values (e.g., LD50, hERG inhibition percentage) or binary classification for toxic/non-toxic outcomes (e.g., AMES mutagenicity, cardiotoxicity, hepatotoxicity). Dataset: ld50_zhu.. This data is from Acute oral toxicity (LD50) regression data from Zhu et al.. The molecule is CC=C(C)C=CC=C(C)C. The rat oral LD50 is 1.86, given as -log10 of the dose in mol/kg body weight (higher means more acutely toxic).